From a dataset of Forward reaction prediction with 1.9M reactions from USPTO patents (1976-2016). Predict the product of the given reaction. (1) Given the reactants C([O:3][C:4](=[O:32])[C:5]1[CH:10]=[CH:9][C:8]([NH:11][C:12]([NH:14][C:15]2[CH:16]=[C:17]3[C:22](=[C:23]([C:25]#[CH:26])[CH:24]=2)[O:21][C:20]([CH3:28])([CH3:27])[CH2:19][C:18]3([CH3:30])[CH3:29])=[O:13])=[CH:7][C:6]=1[F:31])C.[OH-].[Li+], predict the reaction product. The product is: [C:25]([C:23]1[CH:24]=[C:15]([NH:14][C:12](=[O:13])[NH:11][C:8]2[CH:9]=[CH:10][C:5]([C:4]([OH:32])=[O:3])=[C:6]([F:31])[CH:7]=2)[CH:16]=[C:17]2[C:22]=1[O:21][C:20]([CH3:27])([CH3:28])[CH2:19][C:18]2([CH3:30])[CH3:29])#[CH:26]. (2) Given the reactants [CH3:1][C:2]1[N:3]=[C:4]([NH:7][C:8]2[C:13]([OH:14])=[CH:12][CH:11]=[CH:10][N:9]=2)[S:5][CH:6]=1.C(=O)([O-])[O-].[K+].[K+].Br[CH2:22][C:23]1[C:31]2[N:30]=[CH:29][N:28](C(OC(C)(C)C)=O)[C:27]=2[CH:26]=[CH:25][CH:24]=1.[ClH:39], predict the reaction product. The product is: [ClH:39].[ClH:39].[N:28]1[C:27]2[CH:26]=[CH:25][CH:24]=[C:23]([CH2:22][O:14][C:13]3[C:8]([NH:7][C:4]4[S:5][CH:6]=[C:2]([CH3:1])[N:3]=4)=[N:9][CH:10]=[CH:11][CH:12]=3)[C:31]=2[NH:30][CH:29]=1. (3) Given the reactants B1([O-])OO1.[OH2:5].[OH2:6].O.O.[Na+].[Br:10][C:11]1[CH:16]=[CH:15][CH:14]=[C:13]([F:17])[C:12]=1[NH2:18], predict the reaction product. The product is: [Br:10][C:11]1[CH:16]=[CH:15][CH:14]=[C:13]([F:17])[C:12]=1[N+:18]([O-:6])=[O:5]. (4) Given the reactants [CH3:1][N:2]([S:8]([C:11]1[CH:16]=[CH:15][C:14]([CH3:17])=[CH:13][CH:12]=1)(=[O:10])=[O:9])[C:3](=[CH2:7])[C:4]([OH:6])=O.CCOC(OC(OCC)=O)=O.[F:29][C:30]([F:47])([F:46])[O:31][C:32]1[CH:37]=[CH:36][C:35]([C:38]2[CH:43]=[C:42]([CH2:44][NH2:45])[CH:41]=[CH:40][N:39]=2)=[CH:34][CH:33]=1, predict the reaction product. The product is: [CH3:1][N:2]([S:8]([C:11]1[CH:16]=[CH:15][C:14]([CH3:17])=[CH:13][CH:12]=1)(=[O:10])=[O:9])[C:3](=[CH2:7])[C:4]([NH:45][CH2:44][C:42]1[CH:41]=[CH:40][N:39]=[C:38]([C:35]2[CH:34]=[CH:33][C:32]([O:31][C:30]([F:47])([F:29])[F:46])=[CH:37][CH:36]=2)[CH:43]=1)=[O:6]. (5) Given the reactants Br[C:2]1[CH:7]=[CH:6][C:5]([CH:8]2[O:12][CH2:11][CH2:10][O:9]2)=[CH:4][CH:3]=1.[Mg].II.[C:16]1(=[O:21])[CH2:20][CH2:19][CH2:18][CH2:17]1.Cl, predict the reaction product. The product is: [O:9]1[CH2:10][CH2:11][O:12][CH:8]1[C:5]1[CH:6]=[CH:7][C:2]([C:16]2([OH:21])[CH2:20][CH2:19][CH2:18][CH2:17]2)=[CH:3][CH:4]=1. (6) Given the reactants [CH2:1]([O:3][C:4]([C:6]1([C:9]2[CH:14]=[CH:13][C:12]([C:15]3[CH:20]=[CH:19][C:18]([C:21]4[O:25][N:24]=[C:23]([CH3:26])[C:22]=4[CH:27]4[CH2:29][O:28]4)=[CH:17][CH:16]=3)=[CH:11][CH:10]=2)[CH2:8][CH2:7]1)=[O:5])[CH3:2].C(=O)([O-])[O-].[K+].[K+].[CH2:36]([SH:43])[C:37]1[CH:42]=[CH:41][CH:40]=[CH:39][CH:38]=1, predict the reaction product. The product is: [CH2:1]([O:3][C:4]([C:6]1([C:9]2[CH:14]=[CH:13][C:12]([C:15]3[CH:16]=[CH:17][C:18]([C:21]4[O:25][N:24]=[C:23]([CH3:26])[C:22]=4[CH:27]([OH:28])[CH2:29][S:43][CH2:36][C:37]4[CH:42]=[CH:41][CH:40]=[CH:39][CH:38]=4)=[CH:19][CH:20]=3)=[CH:11][CH:10]=2)[CH2:8][CH2:7]1)=[O:5])[CH3:2]. (7) Given the reactants [CH3:1][O:2][CH2:3][CH2:4][CH2:5][N:6]1[C:11]2[CH:12]=[C:13]([CH2:16][O:17][C@H:18]3[CH2:23][N:22]([S:24]([C:27]4[CH:32]=[CH:31][C:30]([CH3:33])=[CH:29][CH:28]=4)(=[O:26])=[O:25])[C@H:21]([CH2:34][C:35]([CH3:41])([CH3:40])[C:36]([O:38]C)=[O:37])[CH2:20][CH2:19]3)[CH:14]=[CH:15][C:10]=2[O:9][CH2:8][CH2:7]1.[OH-].[Na+], predict the reaction product. The product is: [CH3:1][O:2][CH2:3][CH2:4][CH2:5][N:6]1[C:11]2[CH:12]=[C:13]([CH2:16][O:17][C@H:18]3[CH2:23][N:22]([S:24]([C:27]4[CH:28]=[CH:29][C:30]([CH3:33])=[CH:31][CH:32]=4)(=[O:25])=[O:26])[C@H:21]([CH2:34][C:35]([CH3:41])([CH3:40])[C:36]([OH:38])=[O:37])[CH2:20][CH2:19]3)[CH:14]=[CH:15][C:10]=2[O:9][CH2:8][CH2:7]1. (8) Given the reactants [N:1]([C:4]1[CH:5]=[N:6][CH:7]=[CH:8][C:9]=1[C@H:10]1[CH2:15][CH2:14][CH2:13][C@@H:12]([N:16]2[C:24](=[O:25])[C:23]3[C:18](=[CH:19][CH:20]=[CH:21][CH:22]=3)[C:17]2=[O:26])[CH2:11]1)=[N+]=[N-].[N:27]([C:30]1[CH:31]=[N:32][CH:33]=[CH:34][C:35]=1[C@@H:36]1[CH2:41][CH2:40][CH2:39][C@H:38]([N:42]2[C:50](=[O:51])[C:49]3[C:44](=[CH:45][CH:46]=[CH:47][CH:48]=3)[C:43]2=[O:52])[CH2:37]1)=[N+]=[N-].P(C)(C)C.[C:57](=[S:59])=[S:58], predict the reaction product. The product is: [N:1]([C:4]1[CH:5]=[N:6][CH:7]=[CH:8][C:9]=1[C@H:10]1[CH2:15][CH2:14][CH2:13][C@@H:12]([N:16]2[C:24](=[O:25])[C:23]3[C:18](=[CH:19][CH:20]=[CH:21][CH:22]=3)[C:17]2=[O:26])[CH2:11]1)=[C:57]=[S:58].[N:27]([C:30]1[CH:31]=[N:32][CH:33]=[CH:34][C:35]=1[C@@H:36]1[CH2:41][CH2:40][CH2:39][C@H:38]([N:42]2[C:43](=[O:52])[C:44]3[C:49](=[CH:48][CH:47]=[CH:46][CH:45]=3)[C:50]2=[O:51])[CH2:37]1)=[C:57]=[S:59]. (9) Given the reactants [CH3:1][O:2][C:3]1[CH:4]=[C:5]([C:9]2[CH:14]=[CH:13][CH:12]=[C:11]([CH2:15]O)[CH:10]=2)[CH:6]=[CH:7][CH:8]=1.[Br:17]C(Cl)(Cl)C(Cl)(Cl)Br.C1(P(C2C=CC=CC=2)CCP(C2C=CC=CC=2)C2C=CC=CC=2)C=CC=CC=1, predict the reaction product. The product is: [Br:17][CH2:15][C:11]1[CH:10]=[C:9]([C:5]2[CH:6]=[CH:7][CH:8]=[C:3]([O:2][CH3:1])[CH:4]=2)[CH:14]=[CH:13][CH:12]=1. (10) Given the reactants [Cl:1][C:2]1[CH:10]=[CH:9][C:8]([C:11]2[O:12][C:13]([CH:16]=[C:17]3[S:21][C:20](=[S:22])[NH:19][C:18]3=[O:23])=[CH:14][CH:15]=2)=[CH:7][C:3]=1[C:4]([OH:6])=O.CN(C(ON1N=NC2C=CC=CC1=2)=[N+](C)C)C.F[P-](F)(F)(F)(F)F.CCN(C(C)C)C(C)C.[CH2:57]([N:59]([CH2:63][CH3:64])[CH2:60][CH2:61][NH2:62])[CH3:58], predict the reaction product. The product is: [Cl:1][C:2]1[CH:10]=[CH:9][C:8]([C:11]2[O:12][C:13]([CH:16]=[C:17]3[S:21][C:20](=[S:22])[NH:19][C:18]3=[O:23])=[CH:14][CH:15]=2)=[CH:7][C:3]=1[C:4]([NH:62][CH2:61][CH2:60][N:59]([CH2:63][CH3:64])[CH2:57][CH3:58])=[O:6].